Dataset: Full USPTO retrosynthesis dataset with 1.9M reactions from patents (1976-2016). Task: Predict the reactants needed to synthesize the given product. (1) The reactants are: [Cl:1][C:2]1[CH:7]=[CH:6][C:5]([C@H:8]2[CH2:13][CH2:12][C@H:11]([C:14](OC)=[O:15])[CH2:10][CH2:9]2)=[CH:4][CH:3]=1.[H-].[Al+3].[Li+].[H-].[H-].[H-].Cl.C(N(CC)CC)C. Given the product [Cl:1][C:2]1[CH:3]=[CH:4][C:5]([C@H:8]2[CH2:9][CH2:10][C@H:11]([CH:14]=[O:15])[CH2:12][CH2:13]2)=[CH:6][CH:7]=1, predict the reactants needed to synthesize it. (2) Given the product [CH3:28][N:26]([CH3:27])[CH:22]([N:23]([CH3:24])[CH3:25])[CH:8]([O:7][C:6]1[CH:11]=[C:2]([I:1])[C:3]([O:15][CH3:16])=[CH:4][C:5]=1[CH:12]([CH3:14])[CH3:13])[C:9]#[N:10], predict the reactants needed to synthesize it. The reactants are: [I:1][C:2]1[C:3]([O:15][CH3:16])=[CH:4][C:5]([CH:12]([CH3:14])[CH3:13])=[C:6]([CH:11]=1)[O:7][CH2:8][C:9]#[N:10].C(O[CH:22]([N:26]([CH3:28])[CH3:27])[N:23]([CH3:25])[CH3:24])(C)(C)C. (3) Given the product [Cl:14][C:5]1[N:6]=[N:7][CH:8]=[C:3]([C:2]([F:11])([F:10])[F:1])[CH:4]=1, predict the reactants needed to synthesize it. The reactants are: [F:1][C:2]([F:11])([F:10])[C:3]1[CH:8]=[N:7][NH:6][C:5](=O)[CH:4]=1.O=P(Cl)(Cl)[Cl:14]. (4) Given the product [C:19]([C:1]1[C:2](=[O:3])[C:4]2[C:9]([OH:10])=[CH:8][C:7]([OH:11])=[CH:6][C:5]=2[O:12][C:25]=1[CH3:26])(=[O:21])[CH3:20], predict the reactants needed to synthesize it. The reactants are: [CH3:1][C:2]([C:4]1[C:5]([OH:12])=[CH:6][C:7]([OH:11])=[CH:8][C:9]=1[OH:10])=[O:3].C(=O)([O-])[O-].[K+].[K+].[C:19](Cl)(=[O:21])[CH3:20].Cl.O1CC[CH2:26][CH2:25]1. (5) Given the product [N+:23]([C:7]1[CH:6]=[CH:5][CH:4]=[CH:3][C:2]=1[CH2:1][NH:8][C:9]([C:11]1[CH:20]=[CH:19][C:14]([C:15]([O:17][CH3:18])=[O:16])=[C:13]([OH:21])[C:12]=1[OH:22])=[O:10])([O-:25])=[O:24], predict the reactants needed to synthesize it. The reactants are: [CH2:1]([NH:8][C:9]([C:11]1[CH:20]=[CH:19][C:14]([C:15]([O:17][CH3:18])=[O:16])=[C:13]([OH:21])[C:12]=1[OH:22])=[O:10])[C:2]1[CH:7]=[CH:6][CH:5]=[CH:4][CH:3]=1.[N+:23](C1C=CC=CC=1CN)([O-:25])=[O:24]. (6) Given the product [CH2:37]([O:36][CH2:35][C:20]1[CH:21]=[C:22]([Cl:34])[C:23]([CH2:25][C:26]2[CH:31]=[CH:30][C:29]([CH2:32][CH3:33])=[CH:28][CH:27]=2)=[CH:24][C:19]=1[C@H:8]1[C@H:9]([OH:15])[C@@H:10]([OH:11])[C@H:5]([OH:4])[C@@H:6]([CH2:40][OH:41])[O:7]1)[CH:38]=[CH2:39], predict the reactants needed to synthesize it. The reactants are: C([O:4][C@H:5]1[C@H:10]([O:11]C(=O)C)[C@@H:9]([O:15]C(=O)C)[C@H:8]([C:19]2[CH:24]=[C:23]([CH2:25][C:26]3[CH:31]=[CH:30][C:29]([CH2:32][CH3:33])=[CH:28][CH:27]=3)[C:22]([Cl:34])=[CH:21][C:20]=2[CH2:35][O:36][CH2:37][CH:38]=[CH2:39])[O:7][C@@H:6]1[CH2:40][O:41]C(=O)C)(=O)C.O[Li].O. (7) Given the product [CH:1]([O:4][C:5]1[CH:6]=[C:7]([CH:25]=[C:26]([C:28](=[O:36])[NH:29][C:30]2[CH:34]=[CH:33][N:32]([CH3:35])[N:31]=2)[CH:27]=1)[O:8][C:9]1[CH:10]=[CH:11][C:12]([C:15]2[O:19][N:18]=[C:17]([C:20]([NH:38][CH3:37])=[O:22])[N:16]=2)=[N:13][CH:14]=1)([CH3:3])[CH3:2], predict the reactants needed to synthesize it. The reactants are: [CH:1]([O:4][C:5]1[CH:6]=[C:7]([CH:25]=[C:26]([C:28](=[O:36])[NH:29][C:30]2[CH:34]=[CH:33][N:32]([CH3:35])[N:31]=2)[CH:27]=1)[O:8][C:9]1[CH:10]=[CH:11][C:12]([C:15]2[O:19][N:18]=[C:17]([C:20]([O:22]CC)=O)[N:16]=2)=[N:13][CH:14]=1)([CH3:3])[CH3:2].[CH3:37][NH2:38].C1COCC1. (8) Given the product [P:28]([OH:32])([OH:31])([OH:30])=[O:29].[N:1]1[CH:6]=[CH:5][CH:4]=[CH:3][C:2]=1[O:7][CH2:8][C:9]1[CH:27]=[CH:26][C:12]([CH2:13][C:14]2[CH:18]=[C:17]([C:19]3[C:20]([NH2:25])=[N:21][CH:22]=[CH:23][CH:24]=3)[O:16][N:15]=2)=[CH:11][CH:10]=1, predict the reactants needed to synthesize it. The reactants are: [N:1]1[CH:6]=[CH:5][CH:4]=[CH:3][C:2]=1[O:7][CH2:8][C:9]1[CH:27]=[CH:26][C:12]([CH2:13][C:14]2[CH:18]=[C:17]([C:19]3[C:20]([NH2:25])=[N:21][CH:22]=[CH:23][CH:24]=3)[O:16][N:15]=2)=[CH:11][CH:10]=1.[P:28](=[O:32])([OH:31])([OH:30])[OH:29]. (9) Given the product [F:30][C:25]1[CH:26]=[C:27]2[C:22](=[CH:23][CH:24]=1)[C:21]1[CH:20]=[CH:19][CH:18]=[CH:17][C:16]=1[N:15]([S:12]([C:9]1[CH:8]=[CH:7][C:6]([OH:5])=[CH:11][CH:10]=1)(=[O:14])=[O:13])[C@@H:28]2[CH3:29], predict the reactants needed to synthesize it. The reactants are: C(=O)([O:5][C:6]1[CH:11]=[CH:10][C:9]([S:12]([N:15]2[C@H:28]([CH3:29])[C:27]3[C:22](=[CH:23][CH:24]=[C:25]([F:30])[CH:26]=3)[C:21]3[CH:20]=[CH:19][CH:18]=[CH:17][C:16]2=3)(=[O:14])=[O:13])=[CH:8][CH:7]=1)OCC.[OH-].[Na+].